From a dataset of Full USPTO retrosynthesis dataset with 1.9M reactions from patents (1976-2016). Predict the reactants needed to synthesize the given product. Given the product [C:28]([O:27][C:25](=[O:26])[C@H:7]([C@@H:8]([CH2:19][CH2:20][C:21]([F:24])([F:22])[F:23])[C:9]([OH:11])=[O:10])[C:6]1[C:2]([CH3:1])=[N:3][O:4][CH:5]=1)([CH3:31])([CH3:29])[CH3:30], predict the reactants needed to synthesize it. The reactants are: [CH3:1][C:2]1[C:6]([C@H:7]([C:25]([O:27][C:28]([CH3:31])([CH3:30])[CH3:29])=[O:26])[C@@H:8]([CH2:19][CH2:20][C:21]([F:24])([F:23])[F:22])[C:9]([O:11]CC2C=CC=CC=2)=[O:10])=[CH:5][O:4][N:3]=1.[H][H].